From a dataset of Forward reaction prediction with 1.9M reactions from USPTO patents (1976-2016). Predict the product of the given reaction. (1) Given the reactants [Br:1][CH2:2][CH2:3][CH2:4][C:5](Cl)=[O:6].CCN(C(C)C)C(C)C.Cl.[CH3:18][NH:19][O:20][CH3:21], predict the reaction product. The product is: [Br:1][CH2:2][CH2:3][CH2:4][C:5]([N:19]([O:20][CH3:21])[CH3:18])=[O:6]. (2) Given the reactants [CH2:1]([O:4]/[N:5]=[C:6](/[C:8]1[CH:13]=[CH:12][C:11]([N:14]2[C:18](=[O:19])[NH:17][NH:16][C:15]2=[O:20])=[CH:10][CH:9]=1)\[CH3:7])[C:2]#[CH:3], predict the reaction product. The product is: [CH2:1]([O:4]/[N:5]=[C:6](/[C:8]1[CH:9]=[CH:10][C:11]([N:14]2[C:18](=[O:19])[N:17]=[N:16][C:15]2=[O:20])=[CH:12][CH:13]=1)\[CH3:7])[C:2]#[CH:3]. (3) Given the reactants [CH2:1]([O:3][C:4]1[CH:27]=[CH:26][C:7]([CH2:8][CH:9]2[S:13][C:12](=[O:14])[N:11]([CH2:15][CH2:16][NH:17]C(=O)OC(C)(C)C)[C:10]2=[O:25])=[CH:6][CH:5]=1)[CH3:2], predict the reaction product. The product is: [NH2:17][CH2:16][CH2:15][N:11]1[C:10](=[O:25])[CH:9]([CH2:8][C:7]2[CH:26]=[CH:27][C:4]([O:3][CH2:1][CH3:2])=[CH:5][CH:6]=2)[S:13][C:12]1=[O:14]. (4) The product is: [CH2:1]([O:3][C:4](=[O:15])[CH:5]([CH2:26][CH2:25][CH2:24][C:23]([F:32])([F:22])[C:28]([F:31])([F:30])[F:29])[C:6](=[O:14])[CH2:7][CH2:8][CH2:9][CH2:10][CH2:11][CH:12]=[CH2:13])[CH3:2]. Given the reactants [CH2:1]([O:3][C:4](=[O:15])[CH2:5][C:6](=[O:14])[CH2:7][CH2:8][CH2:9][CH2:10][CH2:11][CH:12]=[CH2:13])[CH3:2].CC(C)([O-])C.[K+].[F:22][C:23]([F:32])([C:28]([F:31])([F:30])[F:29])[CH2:24][CH2:25][CH2:26]I.O, predict the reaction product. (5) The product is: [Cl:43][CH2:42][CH2:41][O:40][C:38](=[O:39])[NH:1][CH2:2][CH2:3][O:4][C:5]1[CH:10]=[CH:9][C:8]([NH:11][C:12](=[O:21])[C:13]2[CH:18]=[CH:17][CH:16]=[C:15]([O:19][CH3:20])[CH:14]=2)=[CH:7][C:6]=1[C:22]1[N:26]([CH3:27])[N:25]=[CH:24][CH:23]=1. Given the reactants [NH2:1][CH2:2][CH2:3][O:4][C:5]1[CH:10]=[CH:9][C:8]([NH:11][C:12](=[O:21])[C:13]2[CH:18]=[CH:17][CH:16]=[C:15]([O:19][CH3:20])[CH:14]=2)=[CH:7][C:6]=1[C:22]1[N:26]([CH3:27])[N:25]=[CH:24][CH:23]=1.C(N(CC)C(C)C)(C)C.Cl[C:38]([O:40][CH2:41][CH2:42][Cl:43])=[O:39], predict the reaction product. (6) Given the reactants [Cl:1][C:2]1[CH:7]=[CH:6][C:5]([C@:8]2([O:17][C@H:16]([CH2:18][OH:19])[C@@H:14]([OH:15])[C@H:12]([OH:13])[C@H:10]2[OH:11])[OH:9])=[CH:4][C:3]=1[CH2:20][C:21]1[CH:26]=[CH:25][C:24]([OH:27])=[CH:23][CH:22]=1.C(N(CC)CC)C.[F:35][C:36]([F:55])([F:54])[S:37](N([S:37]([C:36]([F:55])([F:54])[F:35])(=[O:39])=[O:38])C1C=CC=CC=1)(=[O:39])=[O:38].[Cl-].[Na+], predict the reaction product. The product is: [Cl:1][C:2]1[CH:7]=[CH:6][C:5]([C@:8]2([O:17][C@H:16]([CH2:18][OH:19])[C@@H:14]([OH:15])[C@H:12]([OH:13])[C@H:10]2[OH:11])[OH:9])=[CH:4][C:3]=1[CH2:20][C:21]1[CH:22]=[CH:23][C:24]([O:27][S:37]([C:36]([F:55])([F:54])[F:35])(=[O:39])=[O:38])=[CH:25][CH:26]=1. (7) Given the reactants [Cl:1][C:2]1[N:7]=[C:6](Cl)[C:5]([Cl:9])=[CH:4][N:3]=1.[CH3:10][NH2:11], predict the reaction product. The product is: [Cl:1][C:2]1[N:7]=[C:6]([NH:11][CH3:10])[C:5]([Cl:9])=[CH:4][N:3]=1. (8) Given the reactants Cl[C:2]1[C:11]2[C:6](=[CH:7][C:8]([O:14][CH2:15][CH2:16][CH2:17][N:18]3[CH2:23][CH2:22][CH2:21][CH2:20][CH2:19]3)=[C:9]([O:12][CH3:13])[CH:10]=2)[N:5]=[CH:4][N:3]=1.C(=O)([O-])[O-].[K+].[K+].[Br:30][C:31]1[C:39]([OH:40])=[CH:38][CH:37]=[C:36]2[C:32]=1[CH:33]=[CH:34][NH:35]2, predict the reaction product. The product is: [Br:30][C:31]1[C:39]([O:40][C:2]2[C:11]3[C:6](=[CH:7][C:8]([O:14][CH2:15][CH2:16][CH2:17][N:18]4[CH2:23][CH2:22][CH2:21][CH2:20][CH2:19]4)=[C:9]([O:12][CH3:13])[CH:10]=3)[N:5]=[CH:4][N:3]=2)=[CH:38][CH:37]=[C:36]2[C:32]=1[CH:33]=[CH:34][NH:35]2.